Dataset: Peptide-MHC class I binding affinity with 185,985 pairs from IEDB/IMGT. Task: Regression. Given a peptide amino acid sequence and an MHC pseudo amino acid sequence, predict their binding affinity value. This is MHC class I binding data. The peptide sequence is KTKPPLPSVKK. The MHC is HLA-B51:01 with pseudo-sequence HLA-B51:01. The binding affinity (normalized) is 0.